The task is: Predict the reactants needed to synthesize the given product.. This data is from Full USPTO retrosynthesis dataset with 1.9M reactions from patents (1976-2016). (1) Given the product [Br:7][C:6]1[CH:5]=[N:4][N:3]2[CH:13]=[C:12]([C:17]([F:20])([F:19])[F:18])[CH:11]=[N:1][C:2]=12, predict the reactants needed to synthesize it. The reactants are: [NH2:1][C:2]1[C:6]([Br:7])=[CH:5][NH:4][N:3]=1.CN(/[CH:11]=[C:12](/[C:17]([F:20])([F:19])[F:18])\[CH:13]=[N+](C)C)C.F[P-](F)(F)(F)(F)F.C(O)(=O)C. (2) Given the product [F:43][CH:44]([F:57])[O:45][C:46]1[CH:51]=[CH:50][C:49]([CH2:52][O:53][CH3:54])=[CH:48][C:47]=1[CH2:55][NH:56][C:14]([NH:13][C:10]1[N:9]([C:23]2[CH:28]=[CH:27][CH:26]=[CH:25][CH:24]=2)[N:8]=[C:7]([C:5]2[CH:4]=[N:3][N:2]([CH3:1])[CH:6]=2)[C:11]=1[CH3:12])=[O:22], predict the reactants needed to synthesize it. The reactants are: [CH3:1][N:2]1[CH:6]=[C:5]([C:7]2[C:11]([CH3:12])=[C:10]([NH:13][C:14](=[O:22])OC3C=CC=CC=3)[N:9]([C:23]3[CH:28]=[CH:27][CH:26]=[CH:25][CH:24]=3)[N:8]=2)[CH:4]=[N:3]1.C1(C2C=CC(COC)=CC=2CN)CC1.[F:43][CH:44]([F:57])[O:45][C:46]1[CH:51]=[CH:50][C:49]([CH2:52][O:53][CH3:54])=[CH:48][C:47]=1[CH2:55][NH2:56]. (3) Given the product [ClH:17].[ClH:17].[C:54]([O:53][C:51]([NH:50][C:41]([NH:40][C@@H:35]1[CH2:36][CH2:37][CH2:38][CH2:39][C@@H:34]1[NH:33][C:31]1[C:30]2[C:25](=[CH:26][CH:27]=[C:28]([CH3:58])[CH:29]=2)[N:24]=[C:23]([NH:22][C:15]([C:14]2[S:10][C:11]3[CH:21]=[CH:20][CH:19]=[CH:18][C:12]=3[CH:13]=2)=[O:16])[N:32]=1)=[N:42][C:43]([O:45][C:46]([CH3:49])([CH3:48])[CH3:47])=[O:44])=[O:52])([CH3:55])([CH3:56])[CH3:57], predict the reactants needed to synthesize it. The reactants are: C(N(CC)C(C)C)(C)C.[S:10]1[C:14]([C:15]([Cl:17])=[O:16])=[CH:13][C:12]2[CH:18]=[CH:19][CH:20]=[CH:21][C:11]1=2.[NH2:22][C:23]1[N:32]=[C:31]([NH:33][C@H:34]2[CH2:39][CH2:38][CH2:37][CH2:36][C@H:35]2[NH:40][C:41]([NH:50][C:51]([O:53][C:54]([CH3:57])([CH3:56])[CH3:55])=[O:52])=[N:42][C:43]([O:45][C:46]([CH3:49])([CH3:48])[CH3:47])=[O:44])[C:30]2[C:25](=[CH:26][CH:27]=[C:28]([CH3:58])[CH:29]=2)[N:24]=1.O. (4) Given the product [O:11]=[C:8]1[C:9](=[O:10])[C:1]2[N:2]([CH2:15][CH2:14][P:16]([O:30][C:31]3[CH:32]=[C:33]([CH:39]=[CH:40][CH:41]=3)[C:34]([O:36][CH2:37][CH3:38])=[O:35])([O:18][C:19]3[CH:20]=[C:21]([CH:27]=[CH:28][CH:29]=3)[C:22]([O:24][CH2:25][CH3:26])=[O:23])=[O:17])[CH2:3][CH2:4][CH2:5][NH:6][C:7]1=2, predict the reactants needed to synthesize it. The reactants are: [C:1]12[C:9](=[O:10])[C:8](=[O:11])[C:7]=1[NH:6][CH2:5][CH2:4][CH2:3][NH:2]2.[H-].[Na+].[CH:14]([P:16]([O:30][C:31]1[CH:32]=[C:33]([CH:39]=[CH:40][CH:41]=1)[C:34]([O:36][CH2:37][CH3:38])=[O:35])([O:18][C:19]1[CH:20]=[C:21]([CH:27]=[CH:28][CH:29]=1)[C:22]([O:24][CH2:25][CH3:26])=[O:23])=[O:17])=[CH2:15]. (5) Given the product [CH2:11]([NH:21][CH2:29][CH:30]=[O:31])[CH2:12][CH2:13][CH2:14][CH2:15][CH2:16][CH2:17][CH2:18][CH2:19][CH3:20], predict the reactants needed to synthesize it. The reactants are: C(Cl)(=O)C(Cl)=O.CS(C)=O.[CH2:11]([N:21]([CH2:29][CH2:30][OH:31])C(=O)OC(C)(C)C)[CH2:12][CH2:13][CH2:14][CH2:15][CH2:16][CH2:17][CH2:18][CH2:19][CH3:20].C(N(CC)CC)C. (6) Given the product [F:8][C:5]1[CH:6]=[CH:7][C:2]([C:16]#[N:17])=[C:3]([N:9]2[C:13]([CH3:14])=[N:12][CH:11]=[N:10]2)[CH:4]=1, predict the reactants needed to synthesize it. The reactants are: Br[C:2]1[CH:7]=[CH:6][C:5]([F:8])=[CH:4][C:3]=1[N:9]1[C:13]([CH3:14])=[N:12][CH:11]=[N:10]1.[Cu][C:16]#[N:17].